Dataset: Full USPTO retrosynthesis dataset with 1.9M reactions from patents (1976-2016). Task: Predict the reactants needed to synthesize the given product. (1) Given the product [F:1][C:2]1[CH:7]=[CH:6][C:5]([NH:8][C:9]2[C:14]([C:15](=[O:17])/[CH:16]=[CH:23]/[C:22]3[CH:25]=[C:26]([O:30][CH3:31])[C:27]([O:28][CH3:29])=[C:20]([O:19][CH3:18])[CH:21]=3)=[CH:13][CH:12]=[CH:11][N:10]=2)=[CH:4][CH:3]=1, predict the reactants needed to synthesize it. The reactants are: [F:1][C:2]1[CH:7]=[CH:6][C:5]([NH:8][C:9]2[C:14]([C:15](=[O:17])[CH3:16])=[CH:13][CH:12]=[CH:11][N:10]=2)=[CH:4][CH:3]=1.[CH3:18][O:19][C:20]1[CH:21]=[C:22]([CH:25]=[C:26]([O:30][CH3:31])[C:27]=1[O:28][CH3:29])[CH:23]=O.Cl. (2) The reactants are: C(OC(=O)[NH:7][C@@H:8]1[CH2:13][CH2:12][CH2:11][N:10]([C:14]2[CH:19]=[CH:18][N:17]=[C:16]3[N:20]([CH3:34])[C:21](=[O:33])[N:22]([CH2:23][C:24]4[CH:29]=[CH:28][C:27]([Cl:30])=[CH:26][C:25]=4[C:31]#[N:32])[C:15]=23)[CH2:9]1)(C)(C)C.[F:36][C:37]([F:42])([F:41])[C:38]([OH:40])=[O:39]. Given the product [F:36][C:37]([F:42])([F:41])[C:38]([OH:40])=[O:39].[NH2:7][C@@H:8]1[CH2:13][CH2:12][CH2:11][N:10]([C:14]2[CH:19]=[CH:18][N:17]=[C:16]3[N:20]([CH3:34])[C:21](=[O:33])[N:22]([CH2:23][C:24]4[CH:29]=[CH:28][C:27]([Cl:30])=[CH:26][C:25]=4[C:31]#[N:32])[C:15]=23)[CH2:9]1, predict the reactants needed to synthesize it.